This data is from Forward reaction prediction with 1.9M reactions from USPTO patents (1976-2016). The task is: Predict the product of the given reaction. (1) Given the reactants [CH3:1][C:2]1[N:6]([CH2:7][CH:8]2[C:21](=[O:22])[C:12]3[C:13]4[CH:14]=[CH:15][CH:16]=[CH:17][C:18]=4[N:19]([CH3:20])[C:11]=3[CH2:10][CH2:9]2)[CH:5]=[CH:4][N:3]=1.Cl, predict the reaction product. The product is: [CH3:1][C:2]1[N:6]([CH2:7][CH:8]2[C:21](=[O:22])[C:12]3[C:13]4[CH:14]=[CH:15][CH:16]=[CH:17][C:18]=4[N:19]([CH3:20])[C:11]=3[CH2:10][CH2:9]2)[CH:5]=[CH:4][N:3]=1. (2) The product is: [Cl:33][C:23]1[C:24]([O:31][CH3:32])=[CH:25][C:26]([O:29][CH3:30])=[C:27]([Cl:28])[C:22]=1[C:12]1[C:11](=[O:34])[N:10]([CH2:9][CH2:8][C:5]2[CH:4]=[CH:3][C:2]([NH:1][C:35](=[O:38])[CH:36]=[CH2:37])=[CH:7][CH:6]=2)[C:15]2[N:16]=[C:17]([NH:20][CH3:21])[N:18]=[CH:19][C:14]=2[CH:13]=1. Given the reactants [NH2:1][C:2]1[CH:7]=[CH:6][C:5]([CH2:8][CH2:9][N:10]2[C:15]3[N:16]=[C:17]([NH:20][CH3:21])[N:18]=[CH:19][C:14]=3[CH:13]=[C:12]([C:22]3[C:27]([Cl:28])=[C:26]([O:29][CH3:30])[CH:25]=[C:24]([O:31][CH3:32])[C:23]=3[Cl:33])[C:11]2=[O:34])=[CH:4][CH:3]=1.[C:35](O)(=[O:38])[CH:36]=[CH2:37].CN(C(ON1N=NC2C=CC=NC1=2)=[N+](C)C)C.F[P-](F)(F)(F)(F)F, predict the reaction product. (3) The product is: [C:1]([O:9][C:10]1[C:15](=[O:16])[N:14]([CH3:17])[C:13]([C:18]2([CH3:41])[CH2:23][N:22]([C:24]([O:26][C:27]([CH3:29])([CH3:30])[CH3:28])=[O:25])[CH2:21][CH2:20][NH:19]2)=[N:12][C:11]=1[C:42]([O:44][CH3:45])=[O:43])(=[O:8])[C:2]1[CH:7]=[CH:6][CH:5]=[CH:4][CH:3]=1. Given the reactants [C:1]([O:9][C:10]1[C:15](=[O:16])[N:14]([CH3:17])[C:13]([C:18]2([CH3:41])[CH2:23][N:22]([C:24]([O:26][C:27]([CH3:30])([CH3:29])[CH3:28])=[O:25])[CH2:21][CH2:20][N:19]2C(OCC2C=CC=CC=2)=O)=[N:12][C:11]=1[C:42]([O:44][CH3:45])=[O:43])(=[O:8])[C:2]1[CH:7]=[CH:6][CH:5]=[CH:4][CH:3]=1, predict the reaction product. (4) The product is: [CH2:1]([O:3][C:4](=[O:19])/[CH:5]=[C:6](/[CH3:18])\[CH:7]=[CH:8]\[CH:9]=[CH:42]\[C:34]1([CH2:44][CH2:45][CH2:46][CH2:47][CH3:48])[CH2:33][C:32]2[C:31]([CH3:30])([CH3:49])[CH2:39][CH2:38][C:37]([CH3:41])([CH3:40])[C:36]=2[CH2:35]1)[CH3:2].[CH2:1]([O:3][C:4](=[O:19])/[CH:5]=[C:6](\[CH3:18])/[CH:7]=[CH:8]/[CH:9]=[CH:42]/[C:34]1([CH2:44][CH2:45][CH2:46][CH2:47][CH3:48])[CH2:33][C:32]2[C:31]([CH3:30])([CH3:49])[CH2:39][CH2:38][C:37]([CH3:41])([CH3:40])[C:36]=2[CH2:35]1)[CH3:2]. Given the reactants [CH2:1]([O:3][C:4](=[O:19])[CH:5]=[C:6]([CH3:18])[CH:7]=[CH:8][CH2:9]P(OCC)(OCC)=O)[CH3:2].C[Si]([N-][Si](C)(C)C)(C)C.[Li+].[CH3:30][C:31]1([CH3:49])[CH2:39][CH2:38][C:37]([CH3:41])([CH3:40])[C:36]2[CH2:35][C:34]([CH2:44][CH2:45][CH2:46][CH2:47][CH3:48])([CH:42]=O)[CH2:33][C:32]1=2.Cl, predict the reaction product. (5) Given the reactants [C:1]([O:5][C:6]([NH:8][CH:9]([C:13]1[CH:18]=[CH:17][C:16]([CH3:19])=[CH:15][CH:14]=1)[C:10]([OH:12])=[O:11])=[O:7])([CH3:4])([CH3:3])[CH3:2].C(=NC1CCCCC1)=NC1CCCCC1.N1(O)C2C=CC=CC=2N=N1.[N:45]12[CH2:52][CH2:51][CH:48]([CH2:49][CH2:50]1)[C@@H:47](O)[CH2:46]2, predict the reaction product. The product is: [C:1]([O:5][C:6]([NH:8][CH:9]([C:13]1[CH:18]=[CH:17][C:16]([CH3:19])=[CH:15][CH:14]=1)[C:10]([O:12][C@@H:47]1[CH:48]2[CH2:51][CH2:52][N:45]([CH2:50][CH2:49]2)[CH2:46]1)=[O:11])=[O:7])([CH3:4])([CH3:3])[CH3:2]. (6) Given the reactants [CH:1]([C:4]1[N:5]=[C:6]([CH2:9][CH2:10][C:11]2[CH:16]=[CH:15][N:14]=[C:13]([NH2:17])[CH:12]=2)[S:7][CH:8]=1)([CH3:3])[CH3:2].[CH3:18][O:19][C:20]1[CH:42]=[CH:41][C:23]([CH2:24][N:25]2[C:29]([CH:30]([C:36](OCC)=[O:37])[C:31](OCC)=[O:32])=[N:28][N:27]=[N:26]2)=[CH:22][CH:21]=1, predict the reaction product. The product is: [CH:1]([C:4]1[N:5]=[C:6]([CH2:9][CH2:10][C:11]2[CH:16]=[CH:15][N:14]3[C:31](=[O:32])[C:30]([C:29]4[N:25]([CH2:24][C:23]5[CH:41]=[CH:42][C:20]([O:19][CH3:18])=[CH:21][CH:22]=5)[N:26]=[N:27][N:28]=4)=[C:36]([OH:37])[N:17]=[C:13]3[CH:12]=2)[S:7][CH:8]=1)([CH3:3])[CH3:2].